Task: Regression/Classification. Given a drug SMILES string, predict its absorption, distribution, metabolism, or excretion properties. Task type varies by dataset: regression for continuous measurements (e.g., permeability, clearance, half-life) or binary classification for categorical outcomes (e.g., BBB penetration, CYP inhibition). Dataset: cyp3a4_veith.. Dataset: CYP3A4 inhibition data for predicting drug metabolism from PubChem BioAssay (1) The molecule is Cc1ccnc(NS(=O)(=O)c2ccc(N=[N+]=[N-])cc2)n1. The result is 0 (non-inhibitor). (2) The molecule is Cc1ccc2nc(SCc3nc4c(cnn4-c4ccccc4)c(=O)[nH]3)[nH]c2c1. The result is 1 (inhibitor). (3) The compound is COC(=O)[C@]1(C)CCC(c2ccc(C)cc2)=C(CC(=O)O)C1. The result is 0 (non-inhibitor). (4) The drug is COc1ccc(CCC(C)Nc2cccc(F)c2)cc1. The result is 0 (non-inhibitor). (5) The drug is O=C1CC(N(O)C2CC(=O)N(Cc3ccccc3)C2=O)C(=O)N1Cc1ccccc1. The result is 1 (inhibitor). (6) The drug is CC(/C=N/n1c(-c2cccnc2)n[nH]c1=S)=C\c1ccccc1. The result is 1 (inhibitor).